This data is from Peptide-MHC class II binding affinity with 134,281 pairs from IEDB. The task is: Regression. Given a peptide amino acid sequence and an MHC pseudo amino acid sequence, predict their binding affinity value. This is MHC class II binding data. The peptide sequence is VERSKAYSNCYPYDV. The MHC is DRB1_0802 with pseudo-sequence DRB1_0802. The binding affinity (normalized) is 0.